This data is from Full USPTO retrosynthesis dataset with 1.9M reactions from patents (1976-2016). The task is: Predict the reactants needed to synthesize the given product. (1) Given the product [Cl:7][C:8]1[N:9]=[C:10]([N:1]2[CH2:6][CH2:5][O:4][CH2:3][CH2:2]2)[C:11]2[S:16][CH:15]=[CH:14][C:12]=2[N:13]=1, predict the reactants needed to synthesize it. The reactants are: [NH:1]1[CH2:6][CH2:5][O:4][CH2:3][CH2:2]1.[Cl:7][C:8]1[N:9]=[C:10](Cl)[C:11]2[S:16][CH:15]=[CH:14][C:12]=2[N:13]=1. (2) Given the product [NH2:8][C:6]1[N:7]=[CH:2][C:3]([N:9]2[CH2:13][CH2:12][CH2:11][CH:10]2[CH2:14][OH:15])=[CH:4][CH:5]=1, predict the reactants needed to synthesize it. The reactants are: F[C:2]1[N:7]=[C:6]([NH2:8])[CH:5]=[CH:4][CH:3]=1.[NH:9]1[CH2:13][CH2:12][CH2:11][CH:10]1[CH2:14][OH:15].